From a dataset of CYP2C19 inhibition data for predicting drug metabolism from PubChem BioAssay. Regression/Classification. Given a drug SMILES string, predict its absorption, distribution, metabolism, or excretion properties. Task type varies by dataset: regression for continuous measurements (e.g., permeability, clearance, half-life) or binary classification for categorical outcomes (e.g., BBB penetration, CYP inhibition). Dataset: cyp2c19_veith. The molecule is N/C(=N\O)c1cn([C@@H]2O[C@@H](CO)[C@H](O)[C@@H]2O)c2ncnc(NO)c12. The result is 0 (non-inhibitor).